This data is from Catalyst prediction with 721,799 reactions and 888 catalyst types from USPTO. The task is: Predict which catalyst facilitates the given reaction. (1) Reactant: Br[C:2]1[N:7]=[C:6]([CH2:8][OH:9])[CH:5]=[CH:4][CH:3]=1.[O:10]1[CH2:15][CH2:14]O[CH2:12][CH2:11]1.C([O-])([O-])=O.[Cs+].[Cs+]. Product: [O:10]1[CH:15]=[CH:14][CH:12]=[C:11]1[C:2]1[N:7]=[C:6]([CH2:8][OH:9])[CH:5]=[CH:4][CH:3]=1. The catalyst class is: 73. (2) Reactant: C(OC([N:8]1[CH2:12][CH2:11][CH2:10][C@H:9]1[CH2:13][NH:14][C:15]1[CH:20]=[CH:19][C:18]([C:21]2[CH:26]=[CH:25][CH:24]=[CH:23][CH:22]=2)=[CH:17][C:16]=1[O:27][C:28]1[CH:33]=[CH:32][C:31]([C:34]([OH:36])=[O:35])=[CH:30][CH:29]=1)=O)(C)(C)C.C(O)(C(F)(F)F)=O. Product: [NH:8]1[CH2:12][CH2:11][CH2:10][C@H:9]1[CH2:13][NH:14][C:15]1[CH:20]=[CH:19][C:18]([C:21]2[CH:26]=[CH:25][CH:24]=[CH:23][CH:22]=2)=[CH:17][C:16]=1[O:27][C:28]1[CH:29]=[CH:30][C:31]([C:34]([OH:36])=[O:35])=[CH:32][CH:33]=1. The catalyst class is: 2. (3) Reactant: [C:1]([C:3]1[CH:8]=[CH:7][C:6]([CH:9]2[N:13]3[C:14]([CH:17]=[O:18])=[CH:15][N:16]=[C:12]3[CH2:11][CH2:10]2)=[CH:5][C:4]=1[F:19])#[N:2].CC(=CC)C.Cl([O-])=[O:26].[Na+].O.P([O-])(O)(O)=O.[Na+]. Product: [C:1]([C:3]1[CH:8]=[CH:7][C:6]([CH:9]2[N:13]3[C:14]([C:17]([OH:26])=[O:18])=[CH:15][N:16]=[C:12]3[CH2:11][CH2:10]2)=[CH:5][C:4]=1[F:19])#[N:2]. The catalyst class is: 371. (4) Reactant: [C:1]([O:5][C:6]([NH:8][C:9]1[C:33]([CH3:34])=[CH:32][C:12]([O:13][C:14]2[CH:15]=[CH:16][C:17]([N+:29]([O-])=O)=[C:18]([N:20]([CH3:28])[C:21](=[O:27])[O:22][C:23]([CH3:26])([CH3:25])[CH3:24])[CH:19]=2)=[CH:11][C:10]=1[CH3:35])=[O:7])([CH3:4])([CH3:3])[CH3:2]. Product: [NH2:29][C:17]1[CH:16]=[CH:15][C:14]([O:13][C:12]2[CH:32]=[C:33]([CH3:34])[C:9]([NH:8][C:6]([O:5][C:1]([CH3:3])([CH3:4])[CH3:2])=[O:7])=[C:10]([CH3:35])[CH:11]=2)=[CH:19][C:18]=1[N:20]([CH3:28])[C:21](=[O:27])[O:22][C:23]([CH3:26])([CH3:25])[CH3:24]. The catalyst class is: 19. (5) Reactant: [CH2:1]([O:8][C:9]([N:11]1[CH2:15][CH2:14][CH2:13][CH:12]1[C:16]1[N:20]2[CH:21]=[CH:22][CH:23]=[CH:24][C:19]2=[C:18]([C:25]([OH:27])=O)[N:17]=1)=[O:10])[C:2]1[CH:7]=[CH:6][CH:5]=[CH:4][CH:3]=1.[C:28]12([NH2:38])[CH2:37][CH:32]3[CH2:33][CH:34]([CH2:36][CH:30]([CH2:31]3)[CH2:29]1)[CH2:35]2.C(Cl)CCl.C1C=NC2N(O)N=NC=2C=1.C(N(C(C)C)CC)(C)C. Product: [C:28]12([NH:38][C:25]([C:18]3[N:17]=[C:16]([CH:12]4[CH2:13][CH2:14][CH2:15][N:11]4[C:9]([O:8][CH2:1][C:2]4[CH:3]=[CH:4][CH:5]=[CH:6][CH:7]=4)=[O:10])[N:20]4[CH:21]=[CH:22][CH:23]=[CH:24][C:19]=34)=[O:27])[CH2:35][CH:34]3[CH2:33][CH:32]([CH2:31][CH:30]([CH2:36]3)[CH2:29]1)[CH2:37]2. The catalyst class is: 3. (6) Reactant: [Br:1][C:2]1[CH:7]=[CH:6][N:5]=[C:4]([C:8]([OH:10])=O)[CH:3]=1.[NH2:11][C:12]1[CH:13]=[C:14]([C:17]([O:19][CH3:20])=[O:18])[S:15][CH:16]=1.C[NH3+].F[P-](F)(F)(F)(F)F.N1(OC(N(C)C)=[N+](C)C)C2N=CC=CC=2N=N1.F[P-](F)(F)(F)(F)F.CN1CCOCC1. Product: [Br:1][C:2]1[CH:7]=[CH:6][N:5]=[C:4]([C:8]([NH:11][C:12]2[CH:13]=[C:14]([C:17]([O:19][CH3:20])=[O:18])[S:15][CH:16]=2)=[O:10])[CH:3]=1. The catalyst class is: 9. (7) Reactant: Br[C:2]1[CH:7]=[CH:6][C:5]([CH:8]([N:13]2[CH2:27][CH2:26][C:16]3([O:21][CH2:20][C:19](=[O:22])[N:18]([CH:23]4[CH2:25][CH2:24]4)[CH2:17]3)[CH2:15][CH2:14]2)[C:9]([O:11][CH3:12])=[O:10])=[C:4]([F:28])[CH:3]=1.CC1(C)C(C)(C)OB(B2OC(C)(C)C(C)(C)O2)O1.C([O-])(=O)C.[K+].Br[C:53]1[CH:62]=[C:61]2[C:56]([CH:57]=[C:58]([O:63][CH3:64])[CH:59]=[N:60]2)=[CH:55][CH:54]=1.C(=O)([O-])[O-].[K+].[K+]. Product: [CH:23]1([N:18]2[CH2:17][C:16]3([CH2:26][CH2:27][N:13]([CH:8]([C:5]4[CH:6]=[CH:7][C:2]([C:53]5[CH:62]=[C:61]6[C:56]([CH:57]=[C:58]([O:63][CH3:64])[CH:59]=[N:60]6)=[CH:55][CH:54]=5)=[CH:3][C:4]=4[F:28])[C:9]([O:11][CH3:12])=[O:10])[CH2:14][CH2:15]3)[O:21][CH2:20][C:19]2=[O:22])[CH2:25][CH2:24]1. The catalyst class is: 368.